From a dataset of Ames mutagenicity test results for genotoxicity prediction. Regression/Classification. Given a drug SMILES string, predict its toxicity properties. Task type varies by dataset: regression for continuous values (e.g., LD50, hERG inhibition percentage) or binary classification for toxic/non-toxic outcomes (e.g., AMES mutagenicity, cardiotoxicity, hepatotoxicity). Dataset: ames. (1) The drug is Cc1cccc2ccc3c4ccccc4ccc3c12. The result is 1 (mutagenic). (2) The compound is Oc1cccc2c1ccc1nc3ccc4ccccc4c3cc12. The result is 0 (non-mutagenic). (3) The molecule is CSc1cc(SC)c(N)c(C)c1N. The result is 1 (mutagenic).